Task: Predict the reactants needed to synthesize the given product.. Dataset: Full USPTO retrosynthesis dataset with 1.9M reactions from patents (1976-2016) (1) Given the product [C:12]([O:11][C:9]([N:16]1[CH2:21][CH2:20][N:19]([C:2]2[CH:7]=[C:6]([Cl:8])[CH:5]=[CH:4][N:3]=2)[CH2:18][CH2:17]1)=[O:10])([CH3:15])([CH3:13])[CH3:14], predict the reactants needed to synthesize it. The reactants are: Cl[C:2]1[CH:7]=[C:6]([Cl:8])[CH:5]=[CH:4][N:3]=1.[C:9]([N:16]1[CH2:21][CH2:20][NH:19][CH2:18][CH2:17]1)([O:11][C:12]([CH3:15])([CH3:14])[CH3:13])=[O:10].CC(C)([O-])C.[Na+].O. (2) Given the product [CH3:21][O:20][C:18](=[O:19])[C:17]([OH:22])([C:16]([F:24])([F:23])[F:15])[C:7]1[C:6](=[O:8])[N:5]([C:9]2[CH:14]=[CH:13][CH:12]=[CH:11][CH:10]=2)[NH:4][C:3]=1[CH2:1][CH3:2], predict the reactants needed to synthesize it. The reactants are: [CH2:1]([C:3]1[NH:4][N:5]([C:9]2[CH:14]=[CH:13][CH:12]=[CH:11][CH:10]=2)[C:6](=[O:8])[CH:7]=1)[CH3:2].[F:15][C:16]([F:24])([F:23])[C:17](=[O:22])[C:18]([O:20][CH3:21])=[O:19]. (3) Given the product [CH3:1][N:2]1[C:6]2[CH:7]=[CH:8][C:9]([N:11]3[CH:16]=[C:15]([C:17]([OH:19])=[O:18])[C:14](=[O:22])[N:13]([CH2:23][C:24]4[CH:29]=[CH:28][CH:27]=[C:26]([C:30]([F:33])([F:32])[F:31])[C:25]=4[CH3:34])[C:12]3=[O:35])=[CH:10][C:5]=2[N:4]([CH3:36])[C:3]1=[O:37], predict the reactants needed to synthesize it. The reactants are: [CH3:1][N:2]1[C:6]2[CH:7]=[CH:8][C:9]([N:11]3[CH:16]=[C:15]([C:17]([O:19]CC)=[O:18])[C:14](=[O:22])[N:13]([CH2:23][C:24]4[CH:29]=[CH:28][CH:27]=[C:26]([C:30]([F:33])([F:32])[F:31])[C:25]=4[CH3:34])[C:12]3=[O:35])=[CH:10][C:5]=2[N:4]([CH3:36])[C:3]1=[O:37].Cl.O. (4) The reactants are: Cl[CH2:2][C:3]1[C:4]([S:10][CH:11]([CH3:13])[CH3:12])=[N:5][C:6]([CH3:9])=[CH:7][CH:8]=1.C([O:16][C:17](=[O:28])[CH2:18][CH2:19][C:20]1[CH:25]=[CH:24][C:23]([OH:26])=[C:22]([Cl:27])[CH:21]=1)C. Given the product [Cl:27][C:22]1[CH:21]=[C:20]([CH2:19][CH2:18][C:17]([OH:28])=[O:16])[CH:25]=[CH:24][C:23]=1[O:26][CH2:2][C:3]1[C:4]([S:10][CH:11]([CH3:13])[CH3:12])=[N:5][C:6]([CH3:9])=[CH:7][CH:8]=1, predict the reactants needed to synthesize it. (5) Given the product [NH2:9][C:6]1[CH:7]=[CH:8][C:3]([C:2]([F:11])([F:12])[F:1])=[CH:4][C:5]=1[NH:10][CH:14]1[CH2:15][CH2:16][N:17]([C@H:20]2[CH2:24][CH2:23][N:22]([C:25]([O:27][CH2:28][CH3:29])=[O:26])[CH2:21]2)[CH2:18][CH2:19]1, predict the reactants needed to synthesize it. The reactants are: [F:1][C:2]([F:12])([F:11])[C:3]1[CH:4]=[C:5]([NH2:10])[C:6]([NH2:9])=[CH:7][CH:8]=1.O=[C:14]1[CH2:19][CH2:18][N:17]([C@H:20]2[CH2:24][CH2:23][N:22]([C:25]([O:27][CH2:28][CH3:29])=[O:26])[CH2:21]2)[CH2:16][CH2:15]1.C(O[BH-](OC(=O)C)OC(=O)C)(=O)C.[Na+].C(O)(=O)C. (6) Given the product [N+:17]([C:15]1[CH:16]=[C:11]([C:10]2[O:21][C:2]3[CH:7]=[CH:6][C:5]([Cl:8])=[CH:4][C:3]=3[N:9]=2)[C:12]([F:20])=[CH:13][CH:14]=1)([O-:19])=[O:18], predict the reactants needed to synthesize it. The reactants are: O[C:2]1[CH:7]=[CH:6][C:5]([Cl:8])=[CH:4][C:3]=1[NH:9][C:10](=[O:21])[C:11]1[CH:16]=[C:15]([N+:17]([O-:19])=[O:18])[CH:14]=[CH:13][C:12]=1[F:20].O.C1(C)C=CC(S(O)(=O)=O)=CC=1. (7) Given the product [CH2:1]([O:3][C:4](=[O:27])[CH2:5][C:6]1[CH:11]=[CH:10][C:9]([O:12][CH3:13])=[C:8]([O:14][C:15]2[CH:20]=[CH:19][C:18]([C:21]([F:24])([F:23])[F:22])=[CH:17][C:16]=2[CH2:25][S:36][CH2:35][CH2:34][C:28]2[CH:33]=[CH:32][CH:31]=[CH:30][CH:29]=2)[CH:7]=1)[CH3:2], predict the reactants needed to synthesize it. The reactants are: [CH2:1]([O:3][C:4](=[O:27])[CH2:5][C:6]1[CH:11]=[CH:10][C:9]([O:12][CH3:13])=[C:8]([O:14][C:15]2[CH:20]=[CH:19][C:18]([C:21]([F:24])([F:23])[F:22])=[CH:17][C:16]=2[CH2:25]Br)[CH:7]=1)[CH3:2].[C:28]1([CH2:34][CH2:35][SH:36])[CH:33]=[CH:32][CH:31]=[CH:30][CH:29]=1.[H-].[Na+].